From a dataset of Forward reaction prediction with 1.9M reactions from USPTO patents (1976-2016). Predict the product of the given reaction. (1) The product is: [C:21]([O:24][C@H:25]1[CH2:42][CH2:41][C@@:40]2([CH3:43])[C@@H:27]([CH2:28][CH2:29][C@:30]3([CH3:55])[C@@H:39]2[CH2:38][CH2:37][C@H:36]2[C@@:31]3([CH3:54])[CH2:32][CH2:33][C@@:34]3([C:51]([N:4]4[CH2:5][CH2:6][N:1]([C:7]([O:9][C:10]([CH3:13])([CH3:12])[CH3:11])=[O:8])[CH2:2][CH2:3]4)=[O:52])[CH2:46][CH2:45][C@@H:44]([C:47]4([CH3:50])[CH2:48][CH2:49]4)[C@@H:35]32)[C:26]1([CH3:57])[CH3:56])(=[O:23])[CH3:22]. Given the reactants [N:1]1([C:7]([O:9][C:10]([CH3:13])([CH3:12])[CH3:11])=[O:8])[CH2:6][CH2:5][NH:4][CH2:3][CH2:2]1.C(N(CC)CC)C.[C:21]([O:24][C@H:25]1[CH2:42][CH2:41][C@@:40]2([CH3:43])[C@@H:27]([CH2:28][CH2:29][C@:30]3([CH3:55])[C@@H:39]2[CH2:38][CH2:37][C@H:36]2[C@@:31]3([CH3:54])[CH2:32][CH2:33][C@@:34]3([C:51](Cl)=[O:52])[CH2:46][CH2:45][C@@H:44]([C:47]4([CH3:50])[CH2:49][CH2:48]4)[C@@H:35]32)[C:26]1([CH3:57])[CH3:56])(=[O:23])[CH3:22], predict the reaction product. (2) Given the reactants C(Cl)(=O)C(Cl)=O.FC1C=CC=CC=1[C:14]1[C:19]([C:20](O)=[O:21])=[CH:18][N:17]=[C:16]([N:23]2[CH2:28][CH2:27][O:26][CH2:25][CH2:24]2)[N:15]=1.C([NH:36]C1CCC1)C1C=CC=CC=1.C(N(C(C)C)CC)(C)C, predict the reaction product. The product is: [O:26]1[CH2:27][CH2:28][N:23]([C:16]2[N:17]=[CH:18][C:19]([C:20]([NH2:36])=[O:21])=[CH:14][N:15]=2)[CH2:24][CH2:25]1. (3) Given the reactants [NH2:1][C:2]1[CH:3]=[C:4]([CH:8]=[C:9]([N+:11]([O-:13])=[O:12])[CH:10]=1)[C:5]([OH:7])=[O:6].N1C=CC=C[CH:15]=1.[C:20](OC(=O)C)(=[O:22])[CH3:21].O, predict the reaction product. The product is: [C:20]([NH:1][C:2]1[CH:3]=[C:4]([CH:8]=[C:9]([N+:11]([O-:13])=[O:12])[CH:10]=1)[C:5]([O:7][CH3:15])=[O:6])(=[O:22])[CH3:21]. (4) Given the reactants C([Li])(CC)C.C1CCCCC1.[Cl:12][C:13]1[CH:18]=[CH:17][N:16]=[C:15]2[N:19]([Si](C(C)C)(C(C)C)C(C)C)[CH:20]=[CH:21][C:14]=12.[I:32]I, predict the reaction product. The product is: [Cl:12][C:13]1[C:18]([I:32])=[CH:17][N:16]=[C:15]2[NH:19][CH:20]=[CH:21][C:14]=12. (5) Given the reactants [C:1]([C:3]1[CH:8]=[CH:7][C:6]([N:9]([CH2:20][C:21]([CH3:23])=[CH2:22])[C@H:10]([C:15]([N:17]([CH3:19])[CH3:18])=[O:16])[C@H:11]([CH2:13][CH3:14])[CH3:12])=[CH:5][C:4]=1[C:24]([F:27])([F:26])[F:25])#[N:2].[H][H], predict the reaction product. The product is: [C:1]([C:3]1[CH:8]=[CH:7][C:6]([N:9]([CH2:20][CH:21]([CH3:23])[CH3:22])[C@H:10]([C:15]([N:17]([CH3:18])[CH3:19])=[O:16])[C@H:11]([CH2:13][CH3:14])[CH3:12])=[CH:5][C:4]=1[C:24]([F:25])([F:26])[F:27])#[N:2]. (6) Given the reactants N([C:8]([O:10][CH2:11][CH3:12])=O)=N[C:8]([O:10][CH2:11][CH3:12])=O.C1C=CC(P(C2C=CC=CC=2)C2C=CC=CC=2)=CC=1.OC1[CH:41]=[CH:40][N:39]=[C:38]2[C:34]=1[CH:35]=[CH:36][NH:37]2.C(O)C, predict the reaction product. The product is: [CH2:11]([O:10][C:8]1[CH:41]=[CH:40][N:39]=[C:38]2[NH:37][CH:36]=[CH:35][C:34]=12)[CH3:12]. (7) Given the reactants [C:1]([O:5][C:6]([N:8]1[CH2:13][C@@H:12]([NH:14][O:15][CH2:16][C:17]2[CH:22]=[CH:21][CH:20]=[CH:19][CH:18]=2)[CH2:11][CH2:10][C@@H:9]1[C:23]#[N:24])=[O:7])([CH3:4])([CH3:3])[CH3:2].[N-:25]=[N+:26]=[N-:27].[Na+].Cl.C(N(CC)CC)C.[Cl-].[NH4+], predict the reaction product. The product is: [C:1]([O:5][C:6]([N:8]1[CH2:13][C@@H:12]([NH:14][O:15][CH2:16][C:17]2[CH:18]=[CH:19][CH:20]=[CH:21][CH:22]=2)[CH2:11][CH2:10][C@@H:9]1[C:23]1[NH:27][N:26]=[N:25][N:24]=1)=[O:7])([CH3:4])([CH3:2])[CH3:3].